From a dataset of Full USPTO retrosynthesis dataset with 1.9M reactions from patents (1976-2016). Predict the reactants needed to synthesize the given product. Given the product [C:1]([O:5][CH2:6][CH2:7][C:8]([N:11]=[N+:12]=[N-:13])=[O:10])(=[O:4])[CH:2]=[CH2:3], predict the reactants needed to synthesize it. The reactants are: [C:1]([O:5][CH2:6][CH2:7][C:8]([OH:10])=O)(=[O:4])[CH:2]=[CH2:3].[N-:11]=[N+:12]=[N-:13].[Na+].[N-]=[N+]=[N-].